Dataset: Full USPTO retrosynthesis dataset with 1.9M reactions from patents (1976-2016). Task: Predict the reactants needed to synthesize the given product. (1) Given the product [Br:13][C:14]1[CH:22]=[CH:21][C:17]2[C:18](=[O:20])[O:19][CH2:2][C:16]=2[C:15]=1[F:23], predict the reactants needed to synthesize it. The reactants are: [Li][CH2:2]CCC.C(NC(C)C)(C)C.[Br:13][C:14]1[CH:22]=[CH:21][C:17]([C:18]([OH:20])=[O:19])=[CH:16][C:15]=1[F:23]. (2) Given the product [C:11]([OH:13])(=[O:12])[C:2]1[CH:3]=[CH:4][CH:5]=[CH:6][CH:1]=1, predict the reactants needed to synthesize it. The reactants are: [CH2:1]1[C@@H:6](O)[C@@H:5](O)[C@H:4](O)[CH2:3][C@@:2]1([C:11]([OH:13])=[O:12])O.C(OCC)C. (3) The reactants are: [CH3:1][O:2][C:3]1[CH:22]=[CH:21][C:6]([C:7]([CH:9]2[CH2:14][CH2:13][N:12]([CH:15]3[CH2:19][CH2:18][NH:17][C:16]3=[O:20])[CH2:11][CH2:10]2)=[O:8])=[CH:5][CH:4]=1.Br[CH2:24][C:25]1[CH:26]=[CH:27][C:28]([Cl:33])=[C:29]([CH:32]=1)[C:30]#[N:31].[H-].[Na+]. Given the product [Cl:33][C:28]1[CH:27]=[CH:26][C:25]([CH2:24][N:17]2[CH2:18][CH2:19][CH:15]([N:12]3[CH2:13][CH2:14][CH:9]([C:7](=[O:8])[C:6]4[CH:5]=[CH:4][C:3]([O:2][CH3:1])=[CH:22][CH:21]=4)[CH2:10][CH2:11]3)[C:16]2=[O:20])=[CH:32][C:29]=1[C:30]#[N:31], predict the reactants needed to synthesize it. (4) Given the product [C:23]([O:22][C:20]([CH2:19][O:18][C:15]1[CH:16]=[CH:17][C:12]([CH2:11][CH2:10][C:9]([OH:28])=[O:8])=[CH:13][C:14]=1[Cl:27])=[O:21])([CH3:26])([CH3:24])[CH3:25], predict the reactants needed to synthesize it. The reactants are: C([O:8][C:9](=[O:28])[CH2:10][CH2:11][C:12]1[CH:17]=[CH:16][C:15]([O:18][CH2:19][C:20]([O:22][C:23]([CH3:26])([CH3:25])[CH3:24])=[O:21])=[C:14]([Cl:27])[CH:13]=1)C1C=CC=CC=1.